This data is from Full USPTO retrosynthesis dataset with 1.9M reactions from patents (1976-2016). The task is: Predict the reactants needed to synthesize the given product. (1) Given the product [CH2:1]([N:8]1[C:12]([CH3:13])=[C:11]([C:23]2[CH:24]=[CH:25][CH:26]=[CH:27][C:22]=2[NH:21][C:19](=[O:20])[C:18]([CH3:31])([CH3:17])[CH3:32])[C:10]([C:15]#[N:16])=[N:9]1)[C:2]1[CH:7]=[CH:6][CH:5]=[CH:4][CH:3]=1, predict the reactants needed to synthesize it. The reactants are: [CH2:1]([N:8]1[C:12]([CH3:13])=[C:11](Br)[C:10]([C:15]#[N:16])=[N:9]1)[C:2]1[CH:7]=[CH:6][CH:5]=[CH:4][CH:3]=1.[CH3:17][C:18]([CH3:32])([CH3:31])[C:19]([NH:21][C:22]1[CH:27]=[CH:26][CH:25]=[CH:24][C:23]=1B(O)O)=[O:20].C(O)CC.C(=O)([O-])[O-].[Na+].[Na+]. (2) Given the product [Cl:1][C:2]1[CH:7]=[CH:6][C:5]([C:8]23[O:30][C:9]2([CH3:21])[CH2:10][N:11]([C:14]([O:16][C:17]([CH3:20])([CH3:19])[CH3:18])=[O:15])[CH2:12][CH2:13]3)=[CH:4][CH:3]=1, predict the reactants needed to synthesize it. The reactants are: [Cl:1][C:2]1[CH:7]=[CH:6][C:5]([C:8]2[CH2:13][CH2:12][N:11]([C:14]([O:16][C:17]([CH3:20])([CH3:19])[CH3:18])=[O:15])[CH2:10][C:9]=2[CH3:21])=[CH:4][CH:3]=1.C1C=C(Cl)C=C(C(OO)=[O:30])C=1.S([O-])([O-])=O.[Na+].[Na+]. (3) Given the product [CH2:1]([N:8]([CH3:28])[C:9]1[C:18]2[CH:17]=[N:16][CH:15]=[N:14][C:13]=2[N:12]([OH:19])[C:11](=[O:27])[CH:10]=1)[C:2]1[CH:7]=[CH:6][CH:5]=[CH:4][CH:3]=1, predict the reactants needed to synthesize it. The reactants are: [CH2:1]([N:8]([CH3:28])[C:9]1[C:18]2[CH:17]=[N:16][CH:15]=[N:14][C:13]=2[N:12]([O:19]CC2C=CC=CC=2)[C:11](=[O:27])[CH:10]=1)[C:2]1[CH:7]=[CH:6][CH:5]=[CH:4][CH:3]=1.[H][H]. (4) Given the product [Si:1]([O:8][C:9]1[C:10]([F:18])=[C:11]([CH:12]([OH:13])[CH2:19][CH3:20])[CH:14]=[C:15]([F:17])[CH:16]=1)([C:4]([CH3:7])([CH3:6])[CH3:5])([CH3:3])[CH3:2], predict the reactants needed to synthesize it. The reactants are: [Si:1]([O:8][C:9]1[C:10]([F:18])=[C:11]([CH:14]=[C:15]([F:17])[CH:16]=1)[CH:12]=[O:13])([C:4]([CH3:7])([CH3:6])[CH3:5])([CH3:3])[CH3:2].[CH2:19]([Mg]Br)[CH3:20].